Dataset: Full USPTO retrosynthesis dataset with 1.9M reactions from patents (1976-2016). Task: Predict the reactants needed to synthesize the given product. (1) Given the product [N:11]1([C:3]2[CH:4]=[CH:5][C:6]([NH2:8])=[CH:7][C:2]=2[F:1])[CH2:12][CH2:13][CH2:14][CH2:15][CH2:16][CH2:17]1, predict the reactants needed to synthesize it. The reactants are: [F:1][C:2]1[CH:7]=[C:6]([N+:8]([O-])=O)[CH:5]=[CH:4][C:3]=1[N:11]1[CH2:17][CH2:16][CH2:15][CH2:14][CH2:13][CH2:12]1. (2) Given the product [Cl:17][C:18]1[CH:19]=[CH:20][C:21]([N:26]2[CH:30]=[N:29][CH:28]=[N:27]2)=[C:22](/[CH:23]=[CH:9]/[C:10]([O:12][C:13]([CH3:16])([CH3:15])[CH3:14])=[O:11])[CH:25]=1, predict the reactants needed to synthesize it. The reactants are: [H-].[Na+].COP([CH2:9][C:10]([O:12][C:13]([CH3:16])([CH3:15])[CH3:14])=[O:11])(OC)=O.[Cl:17][C:18]1[CH:19]=[CH:20][C:21]([N:26]2[CH:30]=[N:29][CH:28]=[N:27]2)=[C:22]([CH:25]=1)[CH:23]=O. (3) Given the product [Br:1][C:2]1[CH:3]=[CH:4][C:5]([NH:16][C:17]2[CH:22]=[CH:21][C:20]([C:23](=[O:31])[C:24]3[CH:29]=[CH:28][CH:27]=[CH:26][C:25]=3[CH3:30])=[C:19]([Cl:32])[CH:18]=2)=[C:6]([NH:8][C:9](=[O:15])[CH2:10][CH2:11][C:12]([NH:33][CH2:34][CH2:35][CH2:36][CH2:37][CH2:38][CH2:39][OH:40])=[O:13])[CH:7]=1, predict the reactants needed to synthesize it. The reactants are: [Br:1][C:2]1[CH:3]=[CH:4][C:5]([NH:16][C:17]2[CH:22]=[CH:21][C:20]([C:23](=[O:31])[C:24]3[CH:29]=[CH:28][CH:27]=[CH:26][C:25]=3[CH3:30])=[C:19]([Cl:32])[CH:18]=2)=[C:6]([NH:8][C:9](=[O:15])[CH2:10][CH2:11][C:12](O)=[O:13])[CH:7]=1.[NH2:33][CH2:34][CH2:35][CH2:36][CH2:37][CH2:38][CH2:39][OH:40].